Predict the product of the given reaction. From a dataset of Forward reaction prediction with 1.9M reactions from USPTO patents (1976-2016). (1) Given the reactants C(=O)([O-])O.[Na+].Cl.[NH2:7][C:8]1[NH:13][C:12](=[O:14])[C:11]([CH2:15][NH2:16])=[N:10][N:9]=1.O=C1CCC(=O)N1[C@:24]1([C:40]([O-])=[O:41])[CH2:29][CH2:28][CH2:27][N:26]([C:30]([O:32][CH2:33][C:34]2[CH:39]=[CH:38][CH:37]=[CH:36][CH:35]=2)=[O:31])[CH2:25]1.C1COCC1, predict the reaction product. The product is: [NH2:7][C:8]1[NH:13][C:12](=[O:14])[C:11]([CH2:15][NH:16][C:40]([C@@H:24]2[CH2:29][CH2:28][CH2:27][N:26]([C:30]([O:32][CH2:33][C:34]3[CH:35]=[CH:36][CH:37]=[CH:38][CH:39]=3)=[O:31])[CH2:25]2)=[O:41])=[N:10][N:9]=1. (2) The product is: [Li:11][C:7]1[CH:8]=[CH:9][CH:10]=[C:18]([C:12]2[CH:17]=[CH:16][CH:15]=[CH:14][CH:13]=2)[N:19]=1. Given the reactants CN(CCO)C.[CH2:7]([Li:11])[CH2:8][CH2:9][CH3:10].[C:12]1([C:18]2C=CC=C[N:19]=2)[CH:17]=[CH:16][CH:15]=[CH:14][CH:13]=1, predict the reaction product. (3) Given the reactants C([O:3][C:4]([C:6]1([N:9]([C:11]([O:13][C:14]([CH3:17])([CH3:16])[CH3:15])=[O:12])[CH3:10])[CH2:8][CH2:7]1)=[O:5])C.O, predict the reaction product. The product is: [C:14]([O:13][C:11]([N:9]([CH3:10])[C:6]1([C:4]([OH:5])=[O:3])[CH2:8][CH2:7]1)=[O:12])([CH3:17])([CH3:16])[CH3:15]. (4) Given the reactants [Br:1][C:2]1[CH:7]([CH:8]2[CH2:10][CH2:9]2)[C:6]([F:11])=[CH:5][N:4](C(OC2C=CC=CC=2)=O)[CH:3]=1.[S], predict the reaction product. The product is: [Br:1][C:2]1[CH:3]=[N:4][CH:5]=[C:6]([F:11])[C:7]=1[CH:8]1[CH2:9][CH2:10]1. (5) Given the reactants [Cl:1][C:2]1[CH:7]=[C:6]([O:8][CH3:9])[CH:5]=[CH:4][C:3]=1[OH:10].[C:11]([O:15][C:16]([N:18]1[CH2:23][CH2:22][CH:21]([N:24]2[C:28]3=[N:29][CH:30]=[N:31][C:32](Cl)=[C:27]3[CH:26]=[N:25]2)[CH2:20][CH2:19]1)=[O:17])([CH3:14])([CH3:13])[CH3:12].C(=O)([O-])[O-].[K+].[K+].C(=O)([O-])[O-].[Na+].[Na+], predict the reaction product. The product is: [C:11]([O:15][C:16]([N:18]1[CH2:19][CH2:20][CH:21]([N:24]2[C:28]3=[N:29][CH:30]=[N:31][C:32]([O:10][C:3]4[CH:4]=[CH:5][C:6]([O:8][CH3:9])=[CH:7][C:2]=4[Cl:1])=[C:27]3[CH:26]=[N:25]2)[CH2:22][CH2:23]1)=[O:17])([CH3:14])([CH3:12])[CH3:13]. (6) The product is: [C:1]([F:5])([CH3:4])([CH3:3])[CH3:2].[CH3:6][CH2:7][CH2:8][CH2:9][CH3:10]. Given the reactants [C:1]([F:5])([CH3:4])([CH3:3])[CH3:2].[CH3:6][CH2:7][CH2:8][CH2:9][CH3:10], predict the reaction product. (7) Given the reactants [H-].[Na+].[C:3]1([OH:9])[CH:8]=[CH:7][CH:6]=[CH:5][CH:4]=1.Br[C:11]1[CH:16]=[CH:15][C:14]([Br:17])=[CH:13][N:12]=1, predict the reaction product. The product is: [Br:17][C:14]1[CH:15]=[CH:16][C:11]([O:9][C:3]2[CH:8]=[CH:7][CH:6]=[CH:5][CH:4]=2)=[N:12][CH:13]=1. (8) Given the reactants [OH:1][C:2]1[CH:7]=[CH:6][C:5]([C:8]2[CH:9]=[C:10]3[C:14](=[CH:15][CH:16]=2)[N:13]([C:17]([O:19][C:20]([CH3:23])([CH3:22])[CH3:21])=[O:18])[CH:12]=[CH:11]3)=[CH:4][CH:3]=1.[CH2:24](Br)[C:25]1[CH:30]=[CH:29][CH:28]=[CH:27][CH:26]=1.C([O-])([O-])=O.[K+].[K+], predict the reaction product. The product is: [CH2:24]([O:1][C:2]1[CH:3]=[CH:4][C:5]([C:8]2[CH:9]=[C:10]3[C:14](=[CH:15][CH:16]=2)[N:13]([C:17]([O:19][C:20]([CH3:23])([CH3:22])[CH3:21])=[O:18])[CH2:12][CH2:11]3)=[CH:6][CH:7]=1)[C:25]1[CH:30]=[CH:29][CH:28]=[CH:27][CH:26]=1. (9) Given the reactants [C:1]([CH:5]([NH:12][NH:13][C:14](=[O:24])[C:15]1[CH:20]=[CH:19][CH:18]=[C:17]([O:21][CH3:22])[C:16]=1[CH3:23])[CH2:6][CH2:7][CH2:8][CH2:9][CH2:10][CH3:11])([CH3:4])([CH3:3])[CH3:2].[CH3:25][C:26]1[CH:27]=[C:28]([CH:32]=[C:33]([CH3:35])[CH:34]=1)[C:29](Cl)=[O:30].C([O-])([O-])=O.[K+].[K+], predict the reaction product. The product is: [C:1]([CH:5]([N:12]([C:29](=[O:30])[C:28]1[CH:32]=[C:33]([CH3:35])[CH:34]=[C:26]([CH3:25])[CH:27]=1)[NH:13][C:14](=[O:24])[C:15]1[CH:20]=[CH:19][CH:18]=[C:17]([O:21][CH3:22])[C:16]=1[CH3:23])[CH2:6][CH2:7][CH2:8][CH2:9][CH2:10][CH3:11])([CH3:2])([CH3:3])[CH3:4]. (10) Given the reactants Cl[C:2]1[CH:14]=[CH:13][C:5]([C:6]([O:8][C:9]([CH3:12])([CH3:11])[CH3:10])=[O:7])=[C:4]([N+:15]([O-:17])=[O:16])[CH:3]=1.[F:18][C:19]1[CH:24]=[C:23]([F:25])[CH:22]=[CH:21][C:20]=1B(O)O.C(=O)([O-])[O-].[Cs+].[Cs+], predict the reaction product. The product is: [F:18][C:19]1[CH:24]=[C:23]([F:25])[CH:22]=[CH:21][C:20]=1[C:2]1[CH:14]=[CH:13][C:5]([C:6]([O:8][C:9]([CH3:12])([CH3:11])[CH3:10])=[O:7])=[C:4]([N+:15]([O-:17])=[O:16])[CH:3]=1.